From a dataset of Full USPTO retrosynthesis dataset with 1.9M reactions from patents (1976-2016). Predict the reactants needed to synthesize the given product. (1) Given the product [O:1]1[CH2:6][CH:5]=[C:4]([C:7]2[CH:8]=[C:9]([C:10]([O:12][CH3:13])=[O:11])[CH:14]=[CH:15][C:16]=2[C:27]2[CH:28]=[C:29]([O:32][CH3:33])[CH:30]=[CH:31][C:26]=2[F:25])[CH2:3][CH2:2]1, predict the reactants needed to synthesize it. The reactants are: [O:1]1[CH2:6][CH:5]=[C:4]([C:7]2[CH:8]=[C:9]([CH:14]=[CH:15][C:16]=2OS(C(F)(F)F)(=O)=O)[C:10]([O:12][CH3:13])=[O:11])[CH2:3][CH2:2]1.[F:25][C:26]1[CH:31]=[CH:30][C:29]([O:32][CH3:33])=[CH:28][C:27]=1B(O)O.C(=O)([O-])[O-].[K+].[K+]. (2) Given the product [CH3:1][O:2][C:3]1[C:8]([O:9][CH3:10])=[CH:7][CH:6]=[CH:5][C:4]=1[O:11][C:13]1[CH:18]=[CH:17][CH:16]=[C:15]([F:19])[C:14]=1[N+:20]([O-:22])=[O:21], predict the reactants needed to synthesize it. The reactants are: [CH3:1][O:2][C:3]1[C:8]([O:9][CH3:10])=[CH:7][CH:6]=[CH:5][C:4]=1[OH:11].F[C:13]1[CH:18]=[CH:17][CH:16]=[C:15]([F:19])[C:14]=1[N+:20]([O-:22])=[O:21].COC1C(OC)=CC=CC=1OC1C=CC=C(F)C=1N.NC1SC=CN=1.